From a dataset of Full USPTO retrosynthesis dataset with 1.9M reactions from patents (1976-2016). Predict the reactants needed to synthesize the given product. (1) Given the product [F:32][CH:33]([CH3:36])[CH2:34][N:10]([S:7]([C:4]1[S:5][CH:6]=[C:2]([CH3:1])[N:3]=1)(=[O:8])=[O:9])[C:11]1[CH:19]=[C:18]2[C:14]([CH2:15][CH2:16][CH2:17]2)=[CH:13][C:12]=1[O:20][CH2:21][C:22]1[CH:23]=[CH:24][C:25]([C:26]([O:28][CH3:29])=[O:27])=[CH:30][CH:31]=1, predict the reactants needed to synthesize it. The reactants are: [CH3:1][C:2]1[N:3]=[C:4]([S:7]([NH:10][C:11]2[CH:19]=[C:18]3[C:14]([CH2:15][CH2:16][CH2:17]3)=[CH:13][C:12]=2[O:20][CH2:21][C:22]2[CH:31]=[CH:30][C:25]([C:26]([O:28][CH3:29])=[O:27])=[CH:24][CH:23]=2)(=[O:9])=[O:8])[S:5][CH:6]=1.[F:32][CH:33]([CH3:36])[CH2:34]O.C1(P(C2C=CC=CC=2)C2C=CC=CC=2)C=CC=CC=1.N(C(OCC)=O)=NC(OCC)=O. (2) Given the product [CH3:14][C:15]1[CH:16]=[C:11]([CH3:12])[N:10]=[C:9]([N:8]2[C@@H:1]3[C@@H:6]([CH2:5][CH2:4][NH:3][CH2:2]3)[CH2:7]2)[N:26]=1, predict the reactants needed to synthesize it. The reactants are: [CH:1]12[N:8]([C:9]3C=N[C:16]4[C:11](=[CH:12]C=[CH:14][CH:15]=4)[N:10]=3)[CH2:7][CH:6]1[CH2:5][CH2:4][NH:3][CH2:2]2.C(OC([N:26]1CCC2C(NC2)C1)=O)(C)(C)C.ClC1N=C(C)C=C(C)N=1.ClC1C=NC2C(=CC=CC=2)N=1. (3) Given the product [C:1]([O:5][C:6](=[O:34])[NH:7][C:8]1([C:12]2[CH:17]=[CH:16][C:15]([C:18]3[N:19]=[C:20]4[CH:25]=[C:24]([N:35]5[CH:39]=[CH:38][CH:37]=[N:36]5)[CH:23]=[CH:22][N:21]4[C:27]=3[C:28]3[CH:33]=[CH:32][CH:31]=[CH:30][CH:29]=3)=[CH:14][CH:13]=2)[CH2:11][CH2:10][CH2:9]1)([CH3:4])([CH3:3])[CH3:2], predict the reactants needed to synthesize it. The reactants are: [C:1]([O:5][C:6](=[O:34])[NH:7][C:8]1([C:12]2[CH:17]=[CH:16][C:15]([C:18]3[N:19]=[C:20]4[CH:25]=[C:24](Br)[CH:23]=[CH:22][N:21]4[C:27]=3[C:28]3[CH:33]=[CH:32][CH:31]=[CH:30][CH:29]=3)=[CH:14][CH:13]=2)[CH2:11][CH2:10][CH2:9]1)([CH3:4])([CH3:3])[CH3:2].[NH:35]1[CH:39]=[CH:38][CH:37]=[N:36]1.P([O-])([O-])([O-])=O.[K+].[K+].[K+].C(N)CN.[Br-].